This data is from Catalyst prediction with 721,799 reactions and 888 catalyst types from USPTO. The task is: Predict which catalyst facilitates the given reaction. (1) Reactant: [C:1]([N:5]1[C:9](=[O:10])[C:8]([NH:11][CH2:12][CH2:13][CH2:14][CH2:15][C:16]2[CH:21]=[CH:20][CH:19]=[CH:18][CH:17]=2)=[C:7]([C:22]2[CH:27]=[CH:26][CH:25]=[CH:24][CH:23]=2)[S:6]1(=[O:29])=[O:28])([CH3:4])(C)[CH3:2].Br[CH:31]1CCC[CH2:32]1. Product: [CH:1]1([N:5]2[C:9](=[O:10])[C:8]([NH:11][CH2:12][CH2:13][CH2:14][CH2:15][C:16]3[CH:21]=[CH:20][CH:19]=[CH:18][CH:17]=3)=[C:7]([C:22]3[CH:27]=[CH:26][CH:25]=[CH:24][CH:23]=3)[S:6]2(=[O:29])=[O:28])[CH2:2][CH2:32][CH2:31][CH2:4]1. The catalyst class is: 67. (2) The catalyst class is: 460. Product: [CH2:20]([O:24][CH2:25][CH2:26][O:27][C:28]1[CH:29]=[CH:30][C:31]([C:2]2[CH:3]=[C:4]3[C:9](=[C:10](/[CH:12]=[CH:13]/[C:14]([O:16][CH2:17][CH3:18])=[O:15])[CH:11]=2)[N:8]([CH3:19])[CH2:7][CH2:6][CH2:5]3)=[CH:32][CH:33]=1)[CH2:21][CH2:22][CH3:23]. Reactant: Br[C:2]1[CH:3]=[C:4]2[C:9](=[C:10](/[CH:12]=[CH:13]/[C:14]([O:16][CH2:17][CH3:18])=[O:15])[CH:11]=1)[N:8]([CH3:19])[CH2:7][CH2:6][CH2:5]2.[CH2:20]([O:24][CH2:25][CH2:26][O:27][C:28]1[CH:33]=[CH:32][C:31](OB(O)O)=[CH:30][CH:29]=1)[CH2:21][CH2:22][CH3:23].C(=O)([O-])[O-].[K+].[K+]. (3) The catalyst class is: 8. Product: [CH3:11][N:12]([CH3:27])[CH2:13][CH2:14][O:15][C:16]1[CH:17]=[C:18]2[C:22](=[CH:23][CH:24]=1)[NH:21][C:20]([CH:25]=[C:3]1[C:4]3[C:9](=[CH:8][CH:7]=[CH:6][CH:5]=3)[NH:1][C:2]1=[O:10])=[CH:19]2. Reactant: [NH:1]1[C:9]2[C:4](=[CH:5][CH:6]=[CH:7][CH:8]=2)[CH2:3][C:2]1=[O:10].[CH3:11][N:12]([CH3:27])[CH2:13][CH2:14][O:15][C:16]1[CH:17]=[C:18]2[C:22](=[CH:23][CH:24]=1)[NH:21][C:20]([CH:25]=O)=[CH:19]2.N1CCCCC1. (4) Reactant: Cl.Cl.Cl.[N:4]1[CH:9]=[CH:8][CH:7]=[C:6]([C:10]2[CH:15]=[CH:14][N:13]=[C:12]([NH:16][C:17]3[CH:18]=[C:19]([CH:39]=[CH:40][C:41]=3[CH3:42])[C:20]([NH:22][C:23]3[CH:28]=[C:27]([N:29]4[CH:33]=[C:32]([CH3:34])[N:31]=[CH:30]4)[CH:26]=[C:25]([C:35]([F:38])([F:37])[F:36])[CH:24]=3)=[O:21])[N:11]=2)[CH:5]=1. Product: [CH3:42][C:41]1[CH:40]=[CH:39][C:19]([C:20]([NH:22][C:23]2[CH:24]=[C:25]([C:35]([F:37])([F:38])[F:36])[CH:26]=[C:27]([N:29]3[CH:30]=[N:31][C:32]([CH3:34])=[CH:33]3)[CH:28]=2)=[O:21])=[CH:18][C:17]=1[NH:16][C:12]1[N:13]=[CH:14][CH:15]=[C:10]([C:6]2[CH:7]=[CH:8][CH:9]=[N:4][CH:5]=2)[N:11]=1. The catalyst class is: 6.